Predict the reactants needed to synthesize the given product. From a dataset of Full USPTO retrosynthesis dataset with 1.9M reactions from patents (1976-2016). (1) Given the product [OH:8][C:7]1[C:9]([O:10][CH3:11])=[CH:12][C:2](/[CH:1]=[C:20]2/[C:18](=[O:19])[NH:17][C:15](=[O:16])[NH:14]/2)=[CH:3][C:4]=1[O:5][CH3:6], predict the reactants needed to synthesize it. The reactants are: [CH:1](=O)[C:2]1[CH:12]=[C:9]([O:10][CH3:11])[C:7]([OH:8])=[C:4]([O:5][CH3:6])[CH:3]=1.[NH:14]1[CH2:20][C:18](=[O:19])[NH:17][C:15]1=[O:16].C([O-])(=O)C.[Na+]. (2) Given the product [N:13]1([C:17]([C:19]2[N:24]=[CH:23][C:22]([O:25][C:26]3[CH:27]=[C:28]([CH:39]=[C:40]([C:42](=[O:51])[NH:43][C:44]4[CH:49]=[N:48][C:47]([CH3:50])=[CH:46][N:45]=4)[CH:41]=3)[O:29][CH:30]([CH2:36][CH2:37][O:38][S:2]([CH3:1])(=[O:4])=[O:3])[C:31]([O:33][CH2:34][CH3:35])=[O:32])=[CH:21][CH:20]=2)=[O:18])[CH2:14][CH2:15][CH2:16]1, predict the reactants needed to synthesize it. The reactants are: [CH3:1][S:2](Cl)(=[O:4])=[O:3].C(N(CC)CC)C.[N:13]1([C:17]([C:19]2[N:24]=[CH:23][C:22]([O:25][C:26]3[CH:27]=[C:28]([CH:39]=[C:40]([C:42](=[O:51])[NH:43][C:44]4[CH:49]=[N:48][C:47]([CH3:50])=[CH:46][N:45]=4)[CH:41]=3)[O:29][CH:30]([CH2:36][CH2:37][OH:38])[C:31]([O:33][CH2:34][CH3:35])=[O:32])=[CH:21][CH:20]=2)=[O:18])[CH2:16][CH2:15][CH2:14]1. (3) Given the product [CH:1]1([CH2:4][O:5][C:6]2[CH:7]=[C:8]([CH:14]([N:20]3[C:23](=[O:22])[C:24]4[C:25](=[CH:26][CH:27]=[CH:28][C:29]=4[NH:30][C:31]([CH:33]4[CH2:35][CH2:34]4)=[O:32])[CH2:36]3)[CH2:15][S:16]([CH3:19])(=[O:17])=[O:18])[CH:9]=[CH:10][C:11]=2[O:12][CH3:13])[CH2:3][CH2:2]1, predict the reactants needed to synthesize it. The reactants are: [CH:1]1([CH2:4][O:5][C:6]2[CH:7]=[C:8]([CH:14]([NH2:20])[CH2:15][S:16]([CH3:19])(=[O:18])=[O:17])[CH:9]=[CH:10][C:11]=2[O:12][CH3:13])[CH2:3][CH2:2]1.C[O:22][C:23](=O)[C:24]1[C:29]([NH:30][C:31]([CH:33]2[CH2:35][CH2:34]2)=[O:32])=[CH:28][CH:27]=[CH:26][C:25]=1[CH2:36]Br.C(N(CC)CC)C. (4) Given the product [C:1]12([CH2:11][C:12]([NH:14][C:15]3[CH:24]=[CH:23][CH:22]=[C:21]4[C:16]=3[CH:17]=[CH:18][C:19]([NH:34][CH2:33][CH2:32][NH2:35])=[N:20]4)=[O:13])[CH2:10][CH:5]3[CH2:6][CH:7]([CH2:9][CH:3]([CH2:4]3)[CH2:2]1)[CH2:8]2, predict the reactants needed to synthesize it. The reactants are: [C:1]12([CH2:11][C:12]([NH:14][C:15]3[CH:24]=[CH:23][CH:22]=[C:21]4[C:16]=3[CH:17]=[CH:18][C:19](Cl)=[N:20]4)=[O:13])[CH2:10][CH:5]3[CH2:6][CH:7]([CH2:9][CH:3]([CH2:4]3)[CH2:2]1)[CH2:8]2.C(=O)([O-])[O-].[K+].[K+].[CH2:32]([NH2:35])[CH2:33][NH2:34]. (5) Given the product [CH3:1][N:2]([CH3:31])[C:3]1[CH:4]=[C:5]([C:9]2[C:10]3[N:11]([N:15]=[C:16]([NH:18][C:19]4[CH:24]=[CH:23][C:22]([CH:25]5[CH2:30][CH2:29][N:28]([CH2:33][C:34]([N:36]([CH3:38])[CH3:37])=[O:35])[CH2:27][CH2:26]5)=[CH:21][CH:20]=4)[N:17]=3)[CH:12]=[CH:13][CH:14]=2)[CH:6]=[CH:7][CH:8]=1, predict the reactants needed to synthesize it. The reactants are: [CH3:1][N:2]([CH3:31])[C:3]1[CH:4]=[C:5]([C:9]2[C:10]3[N:11]([N:15]=[C:16]([NH:18][C:19]4[CH:24]=[CH:23][C:22]([CH:25]5[CH2:30][CH2:29][NH:28][CH2:27][CH2:26]5)=[CH:21][CH:20]=4)[N:17]=3)[CH:12]=[CH:13][CH:14]=2)[CH:6]=[CH:7][CH:8]=1.Cl[CH2:33][C:34]([N:36]([CH3:38])[CH3:37])=[O:35]. (6) The reactants are: [OH-].[Na+].[C:3]([NH:6][C:7]([NH:9][CH2:10][C:11]1[CH:12]=[C:13]([C:17]2[CH:18]=[N:19][C:20]([N:23]3[CH2:28][CH2:27][N:26]([C:29]4[CH:38]=[CH:37][C:32]([C:33]([O:35]C)=[O:34])=[CH:31][C:30]=4[Cl:39])[CH2:25][CH2:24]3)=[N:21][CH:22]=2)[CH:14]=[CH:15][CH:16]=1)=[O:8])(=[NH:5])[NH2:4].C1COCC1.[ClH:45]. Given the product [ClH:39].[ClH:45].[C:3]([NH:6][C:7]([NH:9][CH2:10][C:11]1[CH:12]=[C:13]([C:17]2[CH:18]=[N:19][C:20]([N:23]3[CH2:24][CH2:25][N:26]([C:29]4[CH:38]=[CH:37][C:32]([C:33]([OH:35])=[O:34])=[CH:31][C:30]=4[Cl:39])[CH2:27][CH2:28]3)=[N:21][CH:22]=2)[CH:14]=[CH:15][CH:16]=1)=[O:8])(=[NH:4])[NH2:5], predict the reactants needed to synthesize it.